From a dataset of Forward reaction prediction with 1.9M reactions from USPTO patents (1976-2016). Predict the product of the given reaction. (1) Given the reactants [CH:1]1(B(O)O)[CH2:3][CH2:2]1.P([O-])([O-])([O-])=O.[K+].[K+].[K+].Br[C:16]1[CH:25]=[CH:24][C:19]([C:20]([O:22][CH3:23])=[O:21])=[C:18]([CH3:26])[CH:17]=1.C1(C)C=CC=CC=1, predict the reaction product. The product is: [CH:1]1([C:16]2[CH:25]=[CH:24][C:19]([C:20]([O:22][CH3:23])=[O:21])=[C:18]([CH3:26])[CH:17]=2)[CH2:3][CH2:2]1. (2) Given the reactants [NH2:1][CH2:2][C@@H:3]1[O:7][C:6](=[O:8])[N:5]([C:9]2[CH:14]=[CH:13][C:12]([N:15]3[CH2:20][CH2:19][O:18][CH2:17][C:16]3=[O:21])=[CH:11][CH:10]=2)[CH2:4]1.[Cl:22][C:23]1[S:27][C:26]([C:28](Cl)=[O:29])=[CH:25][CH:24]=1, predict the reaction product. The product is: [CH:11]1[C:12]([N:15]2[C:16](=[O:21])[CH2:17][O:18][CH2:19][CH2:20]2)=[CH:13][CH:14]=[C:9]([N:5]2[C:6](=[O:8])[O:7][C@@H:3]([CH2:2][NH:1][C:28]([C:26]3[S:27][C:23]([Cl:22])=[CH:24][CH:25]=3)=[O:29])[CH2:4]2)[CH:10]=1. (3) Given the reactants [CH3:1][C:2]1([CH2:7][CH2:8][CH2:9][CH2:10][N:11]2[CH:15]=[CH:14][C:13]([NH2:16])=[N:12]2)[O:6]CCO1.[Cl:17][C:18]1[CH:19]=[C:20](/[CH:24]=[CH:25]/[C:26](O)=[O:27])[CH:21]=[CH:22][CH:23]=1, predict the reaction product. The product is: [Cl:17][C:18]1[CH:19]=[C:20](/[CH:24]=[CH:25]/[C:26]([NH:16][C:13]2[CH:14]=[CH:15][N:11]([CH2:10][CH2:9][CH2:8][CH2:7][C:2](=[O:6])[CH3:1])[N:12]=2)=[O:27])[CH:21]=[CH:22][CH:23]=1. (4) Given the reactants [Cl:1][C:2]1[CH:3]=[C:4]([CH:7]=[C:8]([N+:11]([O-:13])=[O:12])[C:9]=1[OH:10])[CH:5]=O.[C:14]1([C:20](=O)[CH2:21][C:22]2[CH:27]=[CH:26][CH:25]=[CH:24][CH:23]=2)[CH:19]=[CH:18][CH:17]=[CH:16][CH:15]=1.[NH2:29][C:30]([NH2:32])=[O:31].Cl, predict the reaction product. The product is: [Cl:1][C:2]1[CH:3]=[C:4]([CH:5]2[C:21]([C:22]3[CH:27]=[CH:26][CH:25]=[CH:24][CH:23]=3)=[C:20]([C:14]3[CH:19]=[CH:18][CH:17]=[CH:16][CH:15]=3)[NH:32][C:30](=[O:31])[NH:29]2)[CH:7]=[C:8]([N+:11]([O-:13])=[O:12])[C:9]=1[OH:10]. (5) Given the reactants [BH4-].[Na+].[CH2:3]([C@@:10]12[CH2:23][CH2:22][C@:21]([OH:28])([C:24]([F:27])([F:26])[F:25])[CH2:20][C@H:19]1[CH2:18][C:17](=[O:29])[C:16]1[CH:15]=[C:14]([C:30]([O:32][CH3:33])=[O:31])[CH:13]=[CH:12][C:11]2=1)[C:4]1[CH:9]=[CH:8][CH:7]=[CH:6][CH:5]=1, predict the reaction product. The product is: [CH2:3]([C@@:10]12[CH2:23][CH2:22][C@:21]([OH:28])([C:24]([F:25])([F:26])[F:27])[CH2:20][C@H:19]1[CH2:18][CH:17]([OH:29])[C:16]1[CH:15]=[C:14]([C:30]([O:32][CH3:33])=[O:31])[CH:13]=[CH:12][C:11]2=1)[C:4]1[CH:5]=[CH:6][CH:7]=[CH:8][CH:9]=1. (6) The product is: [CH:10]([C:9]1[CH:8]=[C:7]([CH:14]=[CH:13][CH:12]=1)[O:6][CH2:2][C:3]([OH:5])=[O:4])=[O:11]. Given the reactants Cl[CH2:2][C:3]([OH:5])=[O:4].[OH:6][C:7]1[CH:8]=[C:9]([CH:12]=[CH:13][CH:14]=1)[CH:10]=[O:11].[OH-].[Na+].Cl, predict the reaction product. (7) The product is: [NH2:3][C:12]1[N:13]=[N:14][N:15]([CH2:17][CH2:18][CH2:19][CH2:20][N:21]2[CH:25]=[C:24]([C:26]([NH:28][CH2:29][C:30]3[CH:35]=[CH:34][CH:33]=[C:32]([O:36][C:37]([F:38])([F:40])[F:39])[CH:31]=3)=[O:27])[N:23]=[N:22]2)[CH:16]=1. Given the reactants O=C1C2C(=CC=CC=2)C(=O)[N:3]1[C:12]1[N:13]=[N:14][N:15]([CH2:17][CH2:18][CH2:19][CH2:20][N:21]2[CH:25]=[C:24]([C:26]([NH:28][CH2:29][C:30]3[CH:35]=[CH:34][CH:33]=[C:32]([O:36][C:37]([F:40])([F:39])[F:38])[CH:31]=3)=[O:27])[N:23]=[N:22]2)[CH:16]=1.O.NN, predict the reaction product.